The task is: Predict the reactants needed to synthesize the given product.. This data is from Full USPTO retrosynthesis dataset with 1.9M reactions from patents (1976-2016). (1) The reactants are: [C:1]([NH:4][NH2:5])(=[O:3])[CH3:2].[C:6]1([S:12]([OH:15])(=[O:14])=[O:13])[CH:11]=[CH:10][CH:9]=[CH:8][CH:7]=1.CCOCC. Given the product [C:6]1([S:12]([OH:15])(=[O:14])=[O:13])[CH:11]=[CH:10][CH:9]=[CH:8][CH:7]=1.[C:1]([NH:4][NH2:5])(=[O:3])[CH3:2], predict the reactants needed to synthesize it. (2) Given the product [CH2:1]([C:5]1[CH:10]=[C:9]2[C:8](=[CH:7][CH:6]=1)[C:11](=[O:15])[CH2:12][CH2:13]2)[CH2:2][CH2:3][CH3:4], predict the reactants needed to synthesize it. The reactants are: [CH2:1]([C:5]1[CH:10]=[CH:9][C:8]([C:11](=[O:15])[CH2:12][CH2:13]Cl)=[CH:7][CH:6]=1)[CH2:2][CH2:3][CH3:4]. (3) Given the product [C:31]([O:30][C:29]([NH:28][C:24]1([C:21]2[CH:22]=[CH:23][C:18]([C:9]3[C:10]([C:12]4[CH:13]=[CH:14][CH:15]=[CH:16][CH:17]=4)=[CH:11][C:4]4[N:3]([CH2:39][C:40]([O:42][CH2:43][CH3:44])=[O:41])[C:2](=[O:1])[CH2:7][O:6][C:5]=4[N:8]=3)=[CH:19][CH:20]=2)[CH2:25][CH2:26][CH2:27]1)=[O:35])([CH3:32])([CH3:34])[CH3:33], predict the reactants needed to synthesize it. The reactants are: [O:1]=[C:2]1[CH2:7][O:6][C:5]2[N:8]=[C:9]([C:18]3[CH:23]=[CH:22][C:21]([C:24]4([NH:28][C:29](=[O:35])[O:30][C:31]([CH3:34])([CH3:33])[CH3:32])[CH2:27][CH2:26][CH2:25]4)=[CH:20][CH:19]=3)[C:10]([C:12]3[CH:17]=[CH:16][CH:15]=[CH:14][CH:13]=3)=[CH:11][C:4]=2[NH:3]1.[H-].[Na+].Br[CH2:39][C:40]([O:42][CH2:43][CH3:44])=[O:41].